This data is from Full USPTO retrosynthesis dataset with 1.9M reactions from patents (1976-2016). The task is: Predict the reactants needed to synthesize the given product. Given the product [CH3:21][O:20][N:19]([CH3:18])[C:14]([C:8]1([C:5]2[CH:6]=[N:7][C:2]([CH3:1])=[N:3][CH:4]=2)[CH2:9][CH2:10][O:11][CH2:12][CH2:13]1)=[O:16], predict the reactants needed to synthesize it. The reactants are: [CH3:1][C:2]1[N:7]=[CH:6][C:5]([C:8]2([C:14]([OH:16])=O)[CH2:13][CH2:12][O:11][CH2:10][CH2:9]2)=[CH:4][N:3]=1.Cl.[CH3:18][NH:19][O:20][CH3:21].C1C=CC2N(O)N=NC=2C=1.CCN=C=NCCCN(C)C.Cl.CCN(C(C)C)C(C)C.